This data is from Peptide-MHC class II binding affinity with 134,281 pairs from IEDB. The task is: Regression. Given a peptide amino acid sequence and an MHC pseudo amino acid sequence, predict their binding affinity value. This is MHC class II binding data. (1) The peptide sequence is LVKYVNGDGDVVAVD. The MHC is DRB5_0101 with pseudo-sequence DRB5_0101. The binding affinity (normalized) is 0. (2) The peptide sequence is VDCRPFNGGESKLKA. The MHC is HLA-DQA10301-DQB10302 with pseudo-sequence HLA-DQA10301-DQB10302. The binding affinity (normalized) is 0. (3) The peptide sequence is ISTNIRQAGVQYSR. The MHC is DRB1_1501 with pseudo-sequence DRB1_1501. The binding affinity (normalized) is 0.379.